This data is from Reaction yield outcomes from USPTO patents with 853,638 reactions. The task is: Predict the reaction yield, written as a fraction of the theoretical maximum amount of product (1.0 means a 100% yield; for example, 0.34 means a 34% yield). (1) The reactants are [C:1]([O:5][C:6]([NH:8][C@@H:9]([CH2:13][CH2:14][CH2:15][CH2:16][CH2:17][CH:18]=[CH2:19])[C:10]([OH:12])=O)=[O:7])([CH3:4])([CH3:3])[CH3:2].Cl.[CH3:21][O:22][C:23]([C@@H:25]1[CH2:29][C@@H:28]([OH:30])[CH2:27][NH:26]1)=[O:24].CN1CCOCC1.CN(C(ON1N=NC2C=CC=NC1=2)=[N+](C)C)C.F[P-](F)(F)(F)(F)F. The catalyst is C(Cl)Cl.C(OCC)(=O)C.C(OCC)(=O)C.CCCCCC. The product is [CH3:21][O:22][C:23]([C@@H:25]1[CH2:29][C@@H:28]([OH:30])[CH2:27][N:26]1[C:10](=[O:12])[C@@H:9]([NH:8][C:6]([O:5][C:1]([CH3:2])([CH3:3])[CH3:4])=[O:7])[CH2:13][CH2:14][CH2:15][CH2:16][CH2:17][CH:18]=[CH2:19])=[O:24]. The yield is 1.00. (2) The reactants are [OH:1][C:2]1[CH:3]=[C:4]([NH:8][C:9]([C:11]2[CH:15]=[C:14]([CH3:16])[N:13]([C:17]3[CH:22]=[CH:21][CH:20]=[CH:19][C:18]=3[C:23]([F:26])([F:25])[F:24])[C:12]=2[CH3:27])=[O:10])[CH:5]=[CH:6][CH:7]=1.C([O-])([O-])=O.[K+].[K+].Br[CH2:35][C:36]1[CH:41]=[CH:40][C:39]([F:42])=[CH:38][CH:37]=1. The catalyst is CN(C=O)C. The product is [F:42][C:39]1[CH:40]=[CH:41][C:36]([CH2:35][O:1][C:2]2[CH:3]=[C:4]([NH:8][C:9]([C:11]3[CH:15]=[C:14]([CH3:16])[N:13]([C:17]4[CH:22]=[CH:21][CH:20]=[CH:19][C:18]=4[C:23]([F:26])([F:24])[F:25])[C:12]=3[CH3:27])=[O:10])[CH:5]=[CH:6][CH:7]=2)=[CH:37][CH:38]=1. The yield is 0.300. (3) The reactants are [O:1]1[C:5]2[CH:6]=[CH:7][C:8]([CH2:10][NH:11][CH2:12][CH2:13][CH2:14]Br)=[CH:9][C:4]=2[O:3][CH2:2]1.[CH3:28][C:27]([O:26][C:24](O[C:24]([O:26][C:27]([CH3:30])([CH3:29])[CH3:28])=[O:25])=[O:25])([CH3:30])[CH3:29].[CH2:31]([N:33](CC)CC)C.CN.C(O)C.C([O-])([O-])=O.[Na+].[Na+].Cl[C:50]1[N:54]=[C:53](Cl)[S:52][N:51]=1.[Na+].[Cl-].[NH:58]1[CH:62]=[CH:61][N:60]=[CH:59]1.[Na].C(OC(C)=O)(C)C. The catalyst is C(Cl)Cl.O.CO. The product is [C:27]([O:26][C:24](=[O:25])[N:11]([CH2:10][C:8]1[CH:7]=[CH:6][C:5]2[O:1][CH2:2][O:3][C:4]=2[CH:9]=1)[CH2:12][CH2:13][CH2:14][N:33]([C:53]1[S:52][N:51]=[C:50]([N:58]2[CH:62]=[CH:61][N:60]=[CH:59]2)[N:54]=1)[CH3:31])([CH3:28])([CH3:29])[CH3:30]. The yield is 0.930. (4) The reactants are [F:1][C:2]1[CH:7]=[CH:6][C:5]([NH:8][C:9]([C:11]2([C:14]([NH:16][C:17]3[CH:22]=[CH:21][C:20]([O:23][C:24]4[C:33]5[C:28](=[CH:29][C:30]([OH:36])=[C:31]([O:34][CH3:35])[CH:32]=5)[N:27]=[CH:26][N:25]=4)=[C:19]([F:37])[CH:18]=3)=[O:15])[CH2:13][CH2:12]2)=[O:10])=[CH:4][CH:3]=1.[C:38]([O:42][C:43]([N:45]1[CH2:50][CH2:49][CH:48]([CH2:51]OS(C)(=O)=O)[CH2:47][CH2:46]1)=[O:44])([CH3:41])([CH3:40])[CH3:39].C([O-])([O-])=O.[K+].[K+]. The catalyst is CN(C=O)C.CCOC(C)=O. The product is [C:38]([O:42][C:43]([N:45]1[CH2:50][CH2:49][CH:48]([CH2:51][O:36][C:30]2[CH:29]=[C:28]3[C:33]([C:24]([O:23][C:20]4[CH:21]=[CH:22][C:17]([NH:16][C:14]([C:11]5([C:9](=[O:10])[NH:8][C:5]6[CH:4]=[CH:3][C:2]([F:1])=[CH:7][CH:6]=6)[CH2:13][CH2:12]5)=[O:15])=[CH:18][C:19]=4[F:37])=[N:25][CH:26]=[N:27]3)=[CH:32][C:31]=2[O:34][CH3:35])[CH2:47][CH2:46]1)=[O:44])([CH3:41])([CH3:39])[CH3:40]. The yield is 0.600. (5) The yield is 0.830. The catalyst is CN(C=O)C.C(OCC)(=O)C.BrN1C(=O)CCC1=O. The product is [Br:27][C:10]1[C:9]2[C:13](=[C:14]([O:16][C:17]3[CH:22]=[CH:21][C:20]([S:23]([CH3:26])(=[O:25])=[O:24])=[CH:19][CH:18]=3)[CH:15]=[C:7]([S:4]([CH:1]([CH3:3])[CH3:2])(=[O:6])=[O:5])[CH:8]=2)[NH:12][N:11]=1. The reactants are [CH:1]([S:4]([C:7]1[CH:8]=[C:9]2[C:13](=[C:14]([O:16][C:17]3[CH:22]=[CH:21][C:20]([S:23]([CH3:26])(=[O:25])=[O:24])=[CH:19][CH:18]=3)[CH:15]=1)[NH:12][N:11]=[CH:10]2)(=[O:6])=[O:5])([CH3:3])[CH3:2].[Br:27]N1C(=O)CCC1=O. (6) The reactants are [F:1][C:2]1[CH:7]=[CH:6][C:5]([CH:8]([C:11](=O)[CH3:12])[C:9]#[N:10])=[CH:4][CH:3]=1.O.[NH2:15][NH2:16].C(O)(=O)C. The catalyst is C1(C)C=CC=CC=1. The product is [F:1][C:2]1[CH:3]=[CH:4][C:5]([C:8]2[C:11]([CH3:12])=[N:15][NH:16][C:9]=2[NH2:10])=[CH:6][CH:7]=1. The yield is 0.650. (7) The reactants are [O:1]1[CH2:6][CH2:5][CH:4]([NH:7][NH:8]C(OC(C)(C)C)=O)[CH2:3][CH2:2]1.FC(F)(F)C(O)=O.F[C:24]1[C:29]([C:30](=O)[CH2:31][CH3:32])=[CH:28][CH:27]=[C:26]([F:34])[N:25]=1. The catalyst is ClCCl. The yield is 0.839. The product is [CH2:31]([C:30]1[C:29]2[C:24](=[N:25][C:26]([F:34])=[CH:27][CH:28]=2)[N:7]([CH:4]2[CH2:5][CH2:6][O:1][CH2:2][CH2:3]2)[N:8]=1)[CH3:32].